From a dataset of Peptide-MHC class I binding affinity with 185,985 pairs from IEDB/IMGT. Regression. Given a peptide amino acid sequence and an MHC pseudo amino acid sequence, predict their binding affinity value. This is MHC class I binding data. (1) The peptide sequence is RRNRKALWL. The MHC is HLA-C15:02 with pseudo-sequence HLA-C15:02. The binding affinity (normalized) is 0.0847. (2) The peptide sequence is RGFAAPQFSL. The MHC is Mamu-A01 with pseudo-sequence Mamu-A01. The binding affinity (normalized) is 0.383.